Dataset: Reaction yield outcomes from USPTO patents with 853,638 reactions. Task: Predict the reaction yield, written as a fraction of the theoretical maximum amount of product (1.0 means a 100% yield; for example, 0.34 means a 34% yield). (1) The reactants are C(OC([NH:8][C:9]1[CH:14]=[CH:13][C:12]([CH:15]([N:21]([CH:23]([CH3:25])[CH3:24])[CH3:22])[C:16]([O:18][CH2:19][CH3:20])=[O:17])=[CH:11][CH:10]=1)=O)(C)(C)C.Cl.O1CCOCC1. No catalyst specified. The product is [NH2:8][C:9]1[CH:10]=[CH:11][C:12]([CH:15]([N:21]([CH:23]([CH3:24])[CH3:25])[CH3:22])[C:16]([O:18][CH2:19][CH3:20])=[O:17])=[CH:13][CH:14]=1. The yield is 0.810. (2) The product is [CH3:28][C:25]1([CH3:29])[C:26]2[C:21](=[CH:20][C:19]([CH3:32])=[C:18]([C:6]3[CH:7]=[C:8](/[CH:11]=[CH:12]/[C:13]([OH:15])=[O:14])[CH:9]=[CH:10][C:5]=3[OH:4])[CH:27]=2)[C:22]([CH3:31])([CH3:30])[CH:23]=[CH:24]1. The reactants are C([O:4][C:5]1[CH:10]=[CH:9][C:8](/[CH:11]=[CH:12]/[C:13]([O:15]CC)=[O:14])=[CH:7][C:6]=1[C:18]1[CH:27]=[C:26]2[C:21]([C:22]([CH3:31])([CH3:30])[CH:23]=[CH:24][C:25]2([CH3:29])[CH3:28])=[CH:20][C:19]=1[CH3:32])(=O)C.[OH-].[K+].Cl. The yield is 0.890. The catalyst is CO.O. (3) The reactants are [Cl:1][C:2]1[CH:23]=[CH:22][C:5]([C:6]([NH:8][NH:9][C:10](=O)[C@@H:11]([NH:13][C:14](=[O:20])[O:15][C:16]([CH3:19])([CH3:18])[CH3:17])[CH3:12])=O)=[CH:4][CH:3]=1.COC1C=CC(P2(=S)SP(=S)(C3C=CC(OC)=CC=3)[S:33]2)=CC=1. The catalyst is C1COCC1. The product is [Cl:1][C:2]1[CH:23]=[CH:22][C:5]([C:6]2[S:33][C:10]([C@@H:11]([NH:13][C:14](=[O:20])[O:15][C:16]([CH3:19])([CH3:18])[CH3:17])[CH3:12])=[N:9][N:8]=2)=[CH:4][CH:3]=1. The yield is 0.600. (4) The reactants are Br[C:2]1[C:3]2[C:4]3[CH:18]=[CH:17][S:16][C:5]=3[C:6](=[O:15])[NH:7][C:8]=2[C:9]([CH3:14])=[CH:10][C:11]=1[O:12][CH3:13].[F:19][C:20]1[CH:25]=[C:24](B2OC(C)(C)C(C)(C)O2)[CH:23]=[CH:22][C:21]=1[C@@H:35]([CH3:45])[CH2:36][NH:37][C:38](=[O:44])[O:39][C:40]([CH3:43])([CH3:42])[CH3:41]. No catalyst specified. The product is [F:19][C:20]1[CH:25]=[C:24]([C:2]2[C:3]3[C:4]4[CH:18]=[CH:17][S:16][C:5]=4[C:6](=[O:15])[NH:7][C:8]=3[C:9]([CH3:14])=[CH:10][C:11]=2[O:12][CH3:13])[CH:23]=[CH:22][C:21]=1[C@@H:35]([CH3:45])[CH2:36][NH:37][C:38](=[O:44])[O:39][C:40]([CH3:42])([CH3:41])[CH3:43]. The yield is 0.490. (5) The reactants are [Cl:1][C:2]1[CH:7]=[CH:6][N:5]=[C:4]2[CH:8]=[CH:9][S:10][C:3]=12.[Li]CCCC.CC1CCCO1.Br[C:23]1[N:28]=[CH:27][C:26]([CH2:29][N:30]2[CH2:35][CH2:34][N:33]([C:36]([O:38][C:39]([CH3:42])([CH3:41])[CH3:40])=[O:37])[CH2:32][CH2:31]2)=[CH:25][CH:24]=1.[NH4+].[Cl-]. The catalyst is C1COCC1.[Cl-].[Cl-].[Zn+2].C1C=CC([P]([Pd]([P](C2C=CC=CC=2)(C2C=CC=CC=2)C2C=CC=CC=2)([P](C2C=CC=CC=2)(C2C=CC=CC=2)C2C=CC=CC=2)[P](C2C=CC=CC=2)(C2C=CC=CC=2)C2C=CC=CC=2)(C2C=CC=CC=2)C2C=CC=CC=2)=CC=1. The product is [Cl:1][C:2]1[CH:7]=[CH:6][N:5]=[C:4]2[CH:8]=[C:9]([C:23]3[N:28]=[CH:27][C:26]([CH2:29][N:30]4[CH2:31][CH2:32][N:33]([C:36]([O:38][C:39]([CH3:42])([CH3:41])[CH3:40])=[O:37])[CH2:34][CH2:35]4)=[CH:25][CH:24]=3)[S:10][C:3]=12. The yield is 0.700. (6) The reactants are [F:1][C:2]1[CH:15]=[CH:14][C:13]2[N:12]([S:16]([C:19]3[CH:24]=[CH:23][CH:22]=[C:21]([O:25]C)[CH:20]=3)(=[O:18])=[O:17])[CH:11]([CH3:27])[C:10]3[C:5](=[CH:6][C:7]([F:28])=[CH:8][CH:9]=3)[C:4]=2[CH:3]=1.C1CCCCC=1.B(Br)(Br)Br. The catalyst is ClCCl. The product is [F:1][C:2]1[CH:15]=[CH:14][C:13]2[N:12]([S:16]([C:19]3[CH:20]=[C:21]([OH:25])[CH:22]=[CH:23][CH:24]=3)(=[O:18])=[O:17])[CH:11]([CH3:27])[C:10]3[C:5](=[CH:6][C:7]([F:28])=[CH:8][CH:9]=3)[C:4]=2[CH:3]=1. The yield is 0.920. (7) The reactants are Br[CH2:2][CH2:3][O:4][CH2:5][C:6]1[CH:11]=[CH:10][CH:9]=[CH:8][CH:7]=1.[F:12][C:13]1[CH:14]=[C:15]([N:19]2[CH2:23][CH2:22][N:21]([C:24]3[CH:29]=[CH:28][C:27]([O:30][CH3:31])=[C:26]([OH:32])[CH:25]=3)[C:20]2=[O:33])[CH:16]=[CH:17][CH:18]=1.C(=O)([O-])[O-].[K+].[K+].[I-].[Na+]. The catalyst is CN(C)C=O. The product is [CH2:5]([O:4][CH2:3][CH2:2][O:32][C:26]1[CH:25]=[C:24]([N:21]2[CH2:22][CH2:23][N:19]([C:15]3[CH:16]=[CH:17][CH:18]=[C:13]([F:12])[CH:14]=3)[C:20]2=[O:33])[CH:29]=[CH:28][C:27]=1[O:30][CH3:31])[C:6]1[CH:11]=[CH:10][CH:9]=[CH:8][CH:7]=1. The yield is 0.910. (8) The reactants are [CH2:1]([C:4]1[CH:9]=[CH:8][C:7]([O:10][C:11](=[O:21])[CH2:12][CH:13]2[C:17](=[O:18])[O:16]C(C)(C)[O:14]2)=[C:6]([O:22][CH3:23])[CH:5]=1)[CH:2]=[CH2:3].Cl. The catalyst is C1COCC1. The product is [CH2:1]([C:4]1[CH:9]=[CH:8][C:7]([O:10][C:11](=[O:21])[CH2:12][CH:13]([OH:14])[C:17]([OH:18])=[O:16])=[C:6]([O:22][CH3:23])[CH:5]=1)[CH:2]=[CH2:3]. The yield is 0.980. (9) The reactants are [N:1]([CH2:4][C@H:5]1[O:9][C@@H:8]([N:10]2[CH:17]=[CH:16][C:14](=[O:15])[NH:13][C:11]2=[O:12])[CH2:7][C@@H:6]1[OH:18])=[N+]=[N-]. The catalyst is CO.O.[Pd]. The product is [NH2:1][CH2:4][C@H:5]1[O:9][C@@H:8]([N:10]2[CH:17]=[CH:16][C:14](=[O:15])[NH:13][C:11]2=[O:12])[CH2:7][C@@H:6]1[OH:18]. The yield is 0.890. (10) The reactants are CO[C:3]1[CH:4]=[C:5]2[C:10](=[CH:11][CH:12]=1)[CH:9]=[N:8][C:7]([C:13]([OH:15])=[O:14])=[CH:6]2.N1C=CN=C1N[C:22](C1C2NC(N)=NC=2C=CC=1)=[O:23].[CH3:34]N(C(ON1N=NC2C=CC=CC1=2)=[N+](C)C)C.F[P-](F)(F)(F)(F)F.CCN(C(C)C)C(C)C. The catalyst is CN(C=O)C. The product is [CH3:34][O:15][C:13]([C:7]1[N:8]=[CH:9][C:10]2[C:5]([CH:6]=1)=[CH:4][CH:3]=[CH:12][C:11]=2[O:23][CH3:22])=[O:14]. The yield is 0.500.